This data is from Forward reaction prediction with 1.9M reactions from USPTO patents (1976-2016). The task is: Predict the product of the given reaction. Given the reactants [CH3:1][C:2]1[C:7]([CH2:8][OH:9])=[CH:6][CH:5]=[C:4]([C:10]([F:13])([F:12])[F:11])[N:3]=1.ClC1C=C(C=CC=1)C(OO)=[O:19], predict the reaction product. The product is: [OH:9][CH2:8][C:7]1[C:2]([CH3:1])=[N+:3]([O-:19])[C:4]([C:10]([F:11])([F:13])[F:12])=[CH:5][CH:6]=1.